This data is from Reaction yield outcomes from USPTO patents with 853,638 reactions. The task is: Predict the reaction yield, written as a fraction of the theoretical maximum amount of product (1.0 means a 100% yield; for example, 0.34 means a 34% yield). (1) The reactants are [CH3:1][N:2]([CH2:10][C:11]1[S:12][CH:13]=[C:14]([C:16]2[CH:21]=[CH:20][CH:19]=[CH:18][CH:17]=2)[CH:15]=1)[C:3](=[O:9])[O:4][C:5]([CH3:8])([CH3:7])[CH3:6].[Br:22]N1C(=O)CCC1=O.O. The catalyst is CN(C)C=O. The product is [Br:22][C:13]1[S:12][C:11]([CH2:10][N:2]([CH3:1])[C:3](=[O:9])[O:4][C:5]([CH3:8])([CH3:6])[CH3:7])=[CH:15][C:14]=1[C:16]1[CH:21]=[CH:20][CH:19]=[CH:18][CH:17]=1. The yield is 0.670. (2) The reactants are [ClH:1].C(OCC)C.[CH3:7][NH:8][C:9]1[N:10]=[C:11]([NH:25][CH2:26][CH2:27][CH3:28])[C:12]2[N:18]=[C:17]([NH:19][CH3:20])[N:16]=[C:15]([NH:21][CH2:22][CH2:23][CH3:24])[C:13]=2[N:14]=1. The catalyst is CO. The yield is 0.960. The product is [ClH:1].[CH3:20][NH:19][C:17]1[N:16]=[C:15]([NH:21][CH2:22][CH2:23][CH3:24])[C:13]2[N:14]=[C:9]([NH:8][CH3:7])[N:10]=[C:11]([NH:25][CH2:26][CH2:27][CH3:28])[C:12]=2[N:18]=1. (3) The reactants are [C:1]([C:4]1[CH:9]=[CH:8][C:7](B(O)O)=[CH:6][CH:5]=1)(=[O:3])[CH3:2].[NH2:13][C:14]1[N:15]=[C:16]([N:25]2[CH2:30][CH2:29][N:28]([C:31](=[O:41])[CH2:32][O:33][C:34]3[CH:39]=[CH:38][C:37]([Cl:40])=[CH:36][CH:35]=3)[CH2:27][CH2:26]2)[C:17]2[N:23]=[C:22](Cl)[CH:21]=[CH:20][C:18]=2[N:19]=1. No catalyst specified. The product is [NH2:13][C:14]1[N:15]=[C:16]([N:25]2[CH2:26][CH2:27][N:28]([C:31](=[O:41])[CH2:32][O:33][C:34]3[CH:39]=[CH:38][C:37]([Cl:40])=[CH:36][CH:35]=3)[CH2:29][CH2:30]2)[C:17]2[N:23]=[C:22]([C:7]3[CH:8]=[CH:9][C:4]([C:1](=[O:3])[CH3:2])=[CH:5][CH:6]=3)[CH:21]=[CH:20][C:18]=2[N:19]=1. The yield is 0.800. (4) The reactants are [NH2:1][C:2]1[C:3]([C:9](=[N:11][OH:12])[NH2:10])=[N:4][C:5]([Br:8])=[CH:6][N:7]=1.C(N(CC)CC)C.[C:20](Cl)(=[O:27])[C:21]1[CH:26]=[CH:25][CH:24]=[CH:23][CH:22]=1. The catalyst is ClCCl. The product is [NH2:1][C:2]1[C:3]([C:9](=[N:11][O:12][C:20]([C:21]2[CH:26]=[CH:25][CH:24]=[CH:23][CH:22]=2)=[O:27])[NH2:10])=[N:4][C:5]([Br:8])=[CH:6][N:7]=1. The yield is 0.690. (5) The reactants are CC1(C)[O:6][C@@H:5]([CH2:7][CH2:8][NH:9][C:10]([CH:12]2[CH:16]([C:17]3[CH:22]=[CH:21][CH:20]=[C:19]([Cl:23])[C:18]=3[F:24])[C:15]([C:27]3[CH:32]=[CH:31][C:30]([Cl:33])=[CH:29][C:28]=3[F:34])([C:25]#[N:26])[CH:14]([CH2:35][C:36]([C:39]3[CH2:40][CH2:41][N:42]([CH2:45][C:46]4[CH:51]=[CH:50][CH:49]=[CH:48][CH:47]=4)[CH2:43][CH:44]=3)([CH3:38])[CH3:37])[NH:13]2)=[O:11])[CH2:4][O:3]1.Cl. The catalyst is O1CCCC1. The product is [OH:6][C@H:5]([CH2:4][OH:3])[CH2:7][CH2:8][NH:9][C:10]([CH:12]1[CH:16]([C:17]2[CH:22]=[CH:21][CH:20]=[C:19]([Cl:23])[C:18]=2[F:24])[C:15]([C:27]2[CH:32]=[CH:31][C:30]([Cl:33])=[CH:29][C:28]=2[F:34])([C:25]#[N:26])[CH:14]([CH2:35][C:36]([C:39]2[CH2:44][CH2:43][N:42]([CH2:45][C:46]3[CH:51]=[CH:50][CH:49]=[CH:48][CH:47]=3)[CH2:41][CH:40]=2)([CH3:38])[CH3:37])[NH:13]1)=[O:11]. The yield is 0.320. (6) The reactants are [N:1]1[CH:6]=[CH:5][C:4]([C:7]2[CH2:11][O:10][C:9](=[O:12])[C:8]=2[C:13]2[CH:18]=[CH:17][C:16]([O:19][CH2:20][C:21]3[CH:30]=[CH:29][C:28]4[C:23](=[CH:24][CH:25]=[CH:26][CH:27]=4)[N:22]=3)=[CH:15][CH:14]=2)=[CH:3][CH:2]=1.[CH3:31][NH2:32]. The catalyst is CO. The product is [OH:10][CH2:11]/[C:7](/[C:4]1[CH:3]=[CH:2][N:1]=[CH:6][CH:5]=1)=[C:8](/[C:13]1[CH:18]=[CH:17][C:16]([O:19][CH2:20][C:21]2[CH:30]=[CH:29][C:28]3[C:23](=[CH:24][CH:25]=[CH:26][CH:27]=3)[N:22]=2)=[CH:15][CH:14]=1)\[C:9]([NH:32][CH3:31])=[O:12]. The yield is 0.860. (7) The reactants are [CH2:1]([O:3][C:4]1[C:9]([NH2:10])=[CH:8][CH:7]=[CH:6][N:5]=1)[CH3:2].[C:11](Cl)(Cl)=[O:12]. The catalyst is CCOC(C)=O. The product is [CH2:1]([O:3][C:4]1[C:9]([N:10]=[C:11]=[O:12])=[CH:8][CH:7]=[CH:6][N:5]=1)[CH3:2]. The yield is 0.980.